From a dataset of Full USPTO retrosynthesis dataset with 1.9M reactions from patents (1976-2016). Predict the reactants needed to synthesize the given product. (1) Given the product [Cl:1][C:2]1[CH:3]=[CH:4][C:5]([S:9][CH3:10])=[C:6]([NH:8][S:16]([C:12]2[O:11][CH:15]=[CH:14][CH:13]=2)(=[O:18])=[O:17])[CH:7]=1, predict the reactants needed to synthesize it. The reactants are: [Cl:1][C:2]1[CH:3]=[CH:4][C:5]([S:9][CH3:10])=[C:6]([NH2:8])[CH:7]=1.[O:11]1[CH:15]=[CH:14][CH:13]=[C:12]1[S:16](Cl)(=[O:18])=[O:17]. (2) Given the product [OH:1][C:2]([C:27]1[CH:28]=[N:29][CH:30]=[CH:31][CH:32]=1)=[CH:3][C:4]1[N:13]2[CH2:14][CH2:15][N:16]=[C:12]2[C:11]2[CH:10]=[CH:9][C:8]([O:17][CH2:18][CH2:19][CH2:20][C:21]([OH:23])=[O:22])=[C:7]([O:25][CH3:26])[C:6]=2[N:5]=1, predict the reactants needed to synthesize it. The reactants are: [OH:1][C:2]([C:27]1[CH:28]=[N:29][CH:30]=[CH:31][CH:32]=1)=[CH:3][C:4]1[N:13]2[CH2:14][CH2:15][N:16]=[C:12]2[C:11]2[CH:10]=[CH:9][C:8]([O:17][CH2:18][CH2:19][CH2:20][C:21]([O:23]C)=[O:22])=[C:7]([O:25][CH3:26])[C:6]=2[N:5]=1.Cl.